This data is from Peptide-MHC class I binding affinity with 185,985 pairs from IEDB/IMGT. The task is: Regression. Given a peptide amino acid sequence and an MHC pseudo amino acid sequence, predict their binding affinity value. This is MHC class I binding data. (1) The peptide sequence is RTYIYWHGKS. The MHC is Mamu-A01 with pseudo-sequence Mamu-A01. The binding affinity (normalized) is 0.0667. (2) The peptide sequence is TNPYNTPTFA. The MHC is Mamu-A2201 with pseudo-sequence Mamu-A2201. The binding affinity (normalized) is 0.